Task: Predict the reactants needed to synthesize the given product.. Dataset: Full USPTO retrosynthesis dataset with 1.9M reactions from patents (1976-2016) (1) Given the product [CH3:1][C:2]1[N:3]([S:18]([C:21]2[CH:26]=[CH:25][CH:24]=[C:23]([CH3:27])[CH:22]=2)(=[O:19])=[O:20])[C:4]([C:12]2[CH:13]=[CH:14][CH:15]=[CH:16][CH:17]=2)=[CH:5][C:6]=1[CH:7]=[O:8], predict the reactants needed to synthesize it. The reactants are: [CH3:1][C:2]1[N:3]([S:18]([C:21]2[CH:26]=[CH:25][CH:24]=[C:23]([CH3:27])[CH:22]=2)(=[O:20])=[O:19])[C:4]([C:12]2[CH:17]=[CH:16][CH:15]=[CH:14][CH:13]=2)=[CH:5][C:6]=1[C:7](OCC)=[O:8].C1(C)C=CC=CC=1.[H-].C([Al+]CC(C)C)C(C)C.Cl. (2) Given the product [CH2:46]([C:53]1[O:57][N:56]=[C:55]([C:58]([NH:60][C@H:61]2[CH2:67][S@@:66](=[O:68])[C:65]3[CH:69]=[CH:70][CH:71]=[CH:72][C:64]=3[N:63]([CH3:73])[C:62]2=[O:74])=[O:59])[CH:54]=1)[C:47]1[CH:52]=[CH:51][CH:50]=[CH:49][CH:48]=1, predict the reactants needed to synthesize it. The reactants are: C(C1ON=C(C(N[C@H]2CSC3C=CC=CC=3N(C)C2=O)=O)C=1)C1C=CC=CC=1.ClC1C=C(C=CC=1)C(OO)=O.CCOC(C)=O.[CH2:46]([C:53]1[O:57][N:56]=[C:55]([C:58]([NH:60][C@H:61]2[CH2:67][S@:66](=[O:68])[C:65]3[CH:69]=[CH:70][CH:71]=[CH:72][C:64]=3[N:63]([CH3:73])[C:62]2=[O:74])=[O:59])[CH:54]=1)[C:47]1[CH:52]=[CH:51][CH:50]=[CH:49][CH:48]=1. (3) Given the product [Cl:1][C:2]1[C:3]([CH3:15])=[C:4]([C@@H:8]2[CH2:10][C@H:9]2[CH2:11][OH:12])[CH:5]=[CH:6][CH:7]=1, predict the reactants needed to synthesize it. The reactants are: [Cl:1][C:2]1[C:3]([CH3:15])=[C:4]([C@@H:8]2[CH2:10][C@H:9]2[C:11](OC)=[O:12])[CH:5]=[CH:6][CH:7]=1.[BH4-].[Li+]. (4) Given the product [Cl:11][C:12]1[CH:19]=[CH:18][C:15]([CH2:16][O:8][C:5]2[C:6](=[O:7])[CH:1]=[C:2]([CH2:9][OH:10])[O:3][CH:4]=2)=[CH:14][CH:13]=1, predict the reactants needed to synthesize it. The reactants are: [CH:1]1[C:6](=[O:7])[C:5]([OH:8])=[CH:4][O:3][C:2]=1[CH2:9][OH:10].[Cl:11][C:12]1[CH:19]=[CH:18][C:15]([CH2:16]Br)=[CH:14][CH:13]=1.[OH-].[Na+]. (5) Given the product [NH:29]1[CH2:28][CH2:27][CH:26]([N:24]2[CH:25]=[C:21]([C:18]3[N:17]=[C:16]4[N:12]([CH2:11][C:7]5[CH:6]=[C:5]6[C:10](=[CH:9][CH:8]=5)[N:1]=[CH:2][CH:3]=[CH:4]6)[N:13]=[N:14][C:15]4=[CH:20][CH:19]=3)[CH:22]=[N:23]2)[CH2:31][CH2:30]1, predict the reactants needed to synthesize it. The reactants are: [N:1]1[C:10]2[C:5](=[CH:6][C:7]([CH2:11][N:12]3[C:16]4=[N:17][C:18]([C:21]5[CH:22]=[N:23][N:24]([CH:26]6[CH2:31][CH2:30][N:29](C(OC(C)(C)C)=O)[CH2:28][CH2:27]6)[CH:25]=5)=[CH:19][CH:20]=[C:15]4[N:14]=[N:13]3)=[CH:8][CH:9]=2)[CH:4]=[CH:3][CH:2]=1.C(O)(C(F)(F)F)=O.[OH-].[Na+]. (6) Given the product [CH:1]1([N:7]2[CH2:11][CH2:10][CH:9]([CH2:12][C:13]3[CH:24]=[CH:23][CH:22]=[CH:21][C:14]=3[O:15][CH2:16][CH2:17][OH:18])[C:8]2=[O:25])[CH2:2][CH2:3][CH2:4][CH2:5][CH2:6]1, predict the reactants needed to synthesize it. The reactants are: [CH:1]1([N:7]2[CH2:11][CH2:10][CH:9]([CH2:12][C:13]3[CH:24]=[CH:23][CH:22]=[CH:21][C:14]=3[O:15][CH2:16][C:17](OC)=[O:18])[C:8]2=[O:25])[CH2:6][CH2:5][CH2:4][CH2:3][CH2:2]1.[BH4-].[Li+].O.C(OCC)(=O)C. (7) Given the product [CH3:1][O:2][CH2:3][CH2:4][N:5]([CH3:25])[C:6]1[C:7]([CH3:19])=[C:8]([CH:12]=[CH:13][C:14]=1[S:15]([CH3:18])(=[O:16])=[O:17])[C:9]([OH:11])=[O:10], predict the reactants needed to synthesize it. The reactants are: [CH3:1][O:2][CH2:3][CH2:4][NH:5][C:6]1[C:7]([CH3:19])=[C:8]([CH:12]=[CH:13][C:14]=1[S:15]([CH3:18])(=[O:17])=[O:16])[C:9]([OH:11])=[O:10].C=O.[BH4-].[Na+].F[C:25](F)(F)C(O)=O.OS(O)(=O)=O. (8) Given the product [CH3:8][N:9]([CH3:13])[C:10]([N:43]1[CH2:44][CH:45]=[C:40]([C:36]2[N:35]=[CH:34][C:33]([NH:32][C:30]([C:16]3[CH:17]=[N:18][N:19]([C:20]4[CH:25]=[CH:24][C:23]([C:26]([F:29])([F:28])[F:27])=[CH:22][N:21]=4)[C:15]=3[CH3:14])=[O:31])=[CH:38][C:37]=2[CH3:39])[CH2:41][CH2:42]1)=[O:11], predict the reactants needed to synthesize it. The reactants are: C(N(CC)CC)C.[CH3:8][N:9]([CH3:13])[C:10](Cl)=[O:11].[CH3:14][C:15]1[N:19]([C:20]2[CH:25]=[CH:24][C:23]([C:26]([F:29])([F:28])[F:27])=[CH:22][N:21]=2)[N:18]=[CH:17][C:16]=1[C:30]([NH:32][C:33]1[CH:34]=[N:35][C:36]([C:40]2[CH2:41][CH2:42][NH:43][CH2:44][CH:45]=2)=[C:37]([CH3:39])[CH:38]=1)=[O:31].ClCCl.